This data is from Full USPTO retrosynthesis dataset with 1.9M reactions from patents (1976-2016). The task is: Predict the reactants needed to synthesize the given product. (1) Given the product [Cl:21][C:6]1[C:5]([CH2:9][C:10]2[CH:15]=[CH:14][C:13]([O:16][CH3:17])=[CH:12][CH:11]=2)=[C:4]([CH3:18])[N:3]=[C:2]([NH2:1])[N:7]=1, predict the reactants needed to synthesize it. The reactants are: [NH2:1][C:2]1[N:7]=[C:6](O)[C:5]([CH2:9][C:10]2[CH:15]=[CH:14][C:13]([O:16][CH3:17])=[CH:12][CH:11]=2)=[C:4]([CH3:18])[N:3]=1.O=P(Cl)(Cl)[Cl:21]. (2) Given the product [Br:20][C:21]1[CH:28]=[C:27]([F:29])[C:24]([CH2:25][N:1]2[CH2:5][CH2:4][CH2:3][CH2:2]2)=[C:23]([F:30])[CH:22]=1, predict the reactants needed to synthesize it. The reactants are: [NH:1]1[CH2:5][CH2:4][CH2:3][CH2:2]1.C(O[BH-](OC(=O)C)OC(=O)C)(=O)C.[Na+].[Br:20][C:21]1[CH:28]=[C:27]([F:29])[C:24]([CH:25]=O)=[C:23]([F:30])[CH:22]=1.O. (3) Given the product [CH3:27][C:26]1([CH3:28])[O:34][CH:25]1[C:14]1[CH:15]=[C:16]([C:17]2[N:22]=[C:21]([CH3:23])[N:20]=[C:19]([NH2:24])[N:18]=2)[C:11]([NH:10][C:4]2[CH:5]=[N:6][C:7]([O:8][CH3:9])=[C:2]([F:1])[CH:3]=2)=[N:12][CH:13]=1, predict the reactants needed to synthesize it. The reactants are: [F:1][C:2]1[CH:3]=[C:4]([NH:10][C:11]2[C:16]([C:17]3[N:22]=[C:21]([CH3:23])[N:20]=[C:19]([NH2:24])[N:18]=3)=[CH:15][C:14]([CH:25]=[C:26]([CH3:28])[CH3:27])=[CH:13][N:12]=2)[CH:5]=[N:6][C:7]=1[O:8][CH3:9].ClC1C=C(C=CC=1)C(OO)=[O:34]. (4) Given the product [CH2:12]([C:14]1[CH:15]=[C:16]([NH:17][CH:23]([C:6]2[CH:7]=[N:8][C:3]([O:2][CH3:1])=[CH:4][CH:5]=2)[C:24]([OH:26])=[O:25])[CH:18]=[CH:19][CH:20]=1)[CH3:13], predict the reactants needed to synthesize it. The reactants are: [CH3:1][O:2][C:3]1[N:8]=[CH:7][C:6](B(O)O)=[CH:5][CH:4]=1.[CH2:12]([C:14]1[CH:15]=[C:16]([CH:18]=[CH:19][CH:20]=1)[NH2:17])[CH3:13].O.O=[CH:23][C:24]([OH:26])=[O:25]. (5) Given the product [ClH:32].[O:1]1[C:6]2[CH:7]=[CH:8][C:9]([CH2:11][NH:12][CH:13]3[CH2:18][CH2:17][N:16]([CH2:19][CH2:20][N:21]4[C:30]5[C:25](=[CH:26][CH:27]=[CH:28][CH:29]=5)[N:24]=[CH:23][C:22]4=[O:31])[CH2:15][CH2:14]3)=[CH:10][C:5]=2[O:4][CH2:3][CH2:2]1, predict the reactants needed to synthesize it. The reactants are: [O:1]1[C:6]2[CH:7]=[CH:8][C:9]([CH2:11][NH:12][CH:13]3[CH2:18][CH2:17][N:16]([CH2:19][CH2:20][N:21]4[C:30]5[C:25](=[CH:26][CH:27]=[CH:28][CH:29]=5)[N:24]=[CH:23][C:22]4=[O:31])[CH2:15][CH2:14]3)=[CH:10][C:5]=2[O:4][CH2:3][CH2:2]1.[ClH:32].C(OCC)(=O)C.